The task is: Regression. Given two drug SMILES strings and cell line genomic features, predict the synergy score measuring deviation from expected non-interaction effect.. This data is from NCI-60 drug combinations with 297,098 pairs across 59 cell lines. (1) Drug 1: C1CN1P(=S)(N2CC2)N3CC3. Drug 2: C1CN1C2=NC(=NC(=N2)N3CC3)N4CC4. Cell line: KM12. Synergy scores: CSS=28.4, Synergy_ZIP=-1.62, Synergy_Bliss=1.68, Synergy_Loewe=-5.67, Synergy_HSA=3.47. (2) Drug 1: CC1=C(C=C(C=C1)C(=O)NC2=CC(=CC(=C2)C(F)(F)F)N3C=C(N=C3)C)NC4=NC=CC(=N4)C5=CN=CC=C5. Drug 2: COC1=C2C(=CC3=C1OC=C3)C=CC(=O)O2. Cell line: T-47D. Synergy scores: CSS=-2.23, Synergy_ZIP=1.67, Synergy_Bliss=0.934, Synergy_Loewe=-2.76, Synergy_HSA=-3.57.